Dataset: Forward reaction prediction with 1.9M reactions from USPTO patents (1976-2016). Task: Predict the product of the given reaction. (1) Given the reactants [CH2:1]([N:5]([C@@H:11]([C:13]1[CH:18]=[CH:17][CH:16]=[CH:15][CH:14]=1)[CH3:12])[CH2:6][C:7]([O:9][CH3:10])=[O:8])[CH2:2][CH:3]=[CH2:4].C([N-]C(C)C)(C)C.[Li+].[I:27]I, predict the reaction product. The product is: [I:27][CH2:4][C@H:3]1[CH2:2][CH2:1][N:5]([C@@H:11]([C:13]2[CH:14]=[CH:15][CH:16]=[CH:17][CH:18]=2)[CH3:12])[C@H:6]1[C:7]([O:9][CH3:10])=[O:8]. (2) Given the reactants [Cl:1][C:2]1[CH:7]=[C:6](Cl)[CH:5]=[CH:4][C:3]=1[SH:9].[Br:10][C:11]1[CH:16]=[CH:15][CH:14]=[CH:13][C:12]=1S.Cl[C:19]1C=CC=C[C:20]=1[CH:21]=[O:22].[NH2:27][CH2:28][CH2:29][CH2:30][CH2:31][CH2:32][CH2:33][OH:34].OCC1CCCCN1, predict the reaction product. The product is: [Br:10][C:11]1[CH:16]=[CH:15][CH:14]=[CH:13][C:12]=1[S:9][C:3]1[CH:4]=[CH:5][C:6](/[CH:19]=[CH:20]/[C:21]([N:27]2[CH2:28][CH2:29][CH2:30][CH2:31][CH:32]2[CH2:33][OH:34])=[O:22])=[CH:7][C:2]=1[Cl:1]. (3) Given the reactants [K+].[NH2:2][C:3]1[CH:8]=[CH:7][C:6]([S:9]([N:12]([CH2:22][CH:23]([CH3:25])[CH3:24])[C@H:13]([C:19]([O-:21])=[O:20])[CH2:14][CH2:15][CH2:16][CH2:17][NH2:18])(=[O:11])=[O:10])=[CH:5][CH:4]=1.[OH2:26].CCO[C:30]([CH3:32])=[O:31].[CH2:33]1[CH2:37]O[CH2:35][CH2:34]1, predict the reaction product. The product is: [CH3:35][C:34]1[CH:4]=[CH:5][C:6]([S:9]([NH:12][C@H:32]([C:30]([NH:18][CH2:17][CH2:16][CH2:15][CH2:14][C@H:13]([N:12]([S:9]([C:6]2[CH:7]=[CH:8][C:3]([NH2:2])=[CH:4][CH:5]=2)(=[O:11])=[O:10])[CH2:22][CH:23]([CH3:25])[CH3:24])[C:19]([OH:21])=[O:20])=[O:31])[CH2:37][C:33]2[CH:3]=[CH:8][CH:7]=[CH:35][CH:34]=2)(=[O:10])=[O:26])=[CH:37][CH:33]=1. (4) Given the reactants [Br:1][C:2]1[CH:3]=[C:4]([OH:8])[CH:5]=[N:6][CH:7]=1.C(=O)([O-])[O-].[K+].[K+].Br[CH2:16][C:17]1[CH:22]=[CH:21][CH:20]=[CH:19][CH:18]=1, predict the reaction product. The product is: [CH2:16]([O:8][C:4]1[CH:5]=[N:6][CH:7]=[C:2]([Br:1])[CH:3]=1)[C:17]1[CH:22]=[CH:21][CH:20]=[CH:19][CH:18]=1. (5) Given the reactants C1(S([N:10]2[C:14]3=[N:15][CH:16]=[C:17]([S:19][CH2:20][CH2:21][CH2:22][CH3:23])[CH:18]=[C:13]3[C:12]([C:24]3[CH:25]=[N:26][NH:27][CH:28]=3)=[CH:11]2)(=O)=O)C=CC=CC=1.[OH-].[Na+], predict the reaction product. The product is: [CH2:20]([S:19][C:17]1[CH:18]=[C:13]2[C:12]([C:24]3[CH:25]=[N:26][NH:27][CH:28]=3)=[CH:11][NH:10][C:14]2=[N:15][CH:16]=1)[CH2:21][CH2:22][CH3:23]. (6) Given the reactants [OH-].[Na+].[N+:3]([C:6]1[CH:7]=[C:8]2[C:12](=[CH:13][CH:14]=1)[NH:11][N:10]=[CH:9]2)([O-:5])=[O:4].[O-][Cl:16].[Na+].Cl, predict the reaction product. The product is: [Cl:16][C:9]1[C:8]2[C:12](=[CH:13][CH:14]=[C:6]([N+:3]([O-:5])=[O:4])[CH:7]=2)[NH:11][N:10]=1. (7) Given the reactants [CH2:1]([O:3][C:4](=[O:14])[CH2:5][CH2:6][C:7]1[CH:12]=[CH:11][CH:10]=[C:9]([NH2:13])[CH:8]=1)[CH3:2].[N:15]([O-])=O.[Na+].O.O.Cl[Sn]Cl, predict the reaction product. The product is: [CH2:1]([O:3][C:4](=[O:14])[CH2:5][CH2:6][C:7]1[CH:12]=[CH:11][CH:10]=[C:9]([NH:13][NH2:15])[CH:8]=1)[CH3:2].